From a dataset of Forward reaction prediction with 1.9M reactions from USPTO patents (1976-2016). Predict the product of the given reaction. (1) Given the reactants [F:1][C:2]1[CH:7]=[C:6]([F:8])[CH:5]=[CH:4][C:3]=1[N:9]1[C:17](=[O:18])[C:16]2[C@@H:15]3[C:19]([CH3:21])([CH3:20])[C@@:12]([CH3:22])([CH2:13][CH2:14]3)[C:11]=2[NH:10]1.[CH3:23][O:24][C:25]1[CH:32]=[CH:31][C:28]([CH2:29]Br)=[CH:27][CH:26]=1, predict the reaction product. The product is: [F:1][C:2]1[CH:7]=[C:6]([F:8])[CH:5]=[CH:4][C:3]=1[N:9]1[C:17](=[O:18])[C:16]2[C@@H:15]3[C:19]([CH3:21])([CH3:20])[C@@:12]([CH3:22])([CH2:13][CH2:14]3)[C:11]=2[N:10]1[CH2:29][C:28]1[CH:31]=[CH:32][C:25]([O:24][CH3:23])=[CH:26][CH:27]=1. (2) Given the reactants C(=O)([O-])[O-].[Cs+].[Cs+].[CH2:7]([C:11]1[N:12]([CH2:20][C:21]2[CH:26]=[CH:25][C:24]([C:27]3[CH:32]=[CH:31][CH:30]=[CH:29][C:28]=3[C:33]3[N:37](C(C4C=CC=CC=4)(C4C=CC=CC=4)C4C=CC=CC=4)[N:36]=[N:35][N:34]=3)=[CH:23][CH:22]=2)[C:13]([C:17]([OH:19])=[O:18])=[C:14]([Cl:16])[N:15]=1)[CH2:8][CH2:9][CH3:10].[C:57](=[O:75])([O:62][C@H:63]1[CH2:67][O:66][C@@H:65]2[C@H:68]([O:71][N+:72]([O-:74])=[O:73])[CH2:69][O:70][C@H:64]12)[O:58][C@@H:59](Cl)[CH3:60].O, predict the reaction product. The product is: [CH2:7]([C:11]1[N:12]([CH2:20][C:21]2[CH:26]=[CH:25][C:24]([C:27]3[CH:32]=[CH:31][CH:30]=[CH:29][C:28]=3[C:33]3[NH:37][N:36]=[N:35][N:34]=3)=[CH:23][CH:22]=2)[C:13]([C:17]([O:19][C@@H:59]([O:58][C:57]([O:62][C@H:63]2[CH2:67][O:66][C@@H:65]3[C@H:68]([O:71][N+:72]([O-:74])=[O:73])[CH2:69][O:70][C@H:64]23)=[O:75])[CH3:60])=[O:18])=[C:14]([Cl:16])[N:15]=1)[CH2:8][CH2:9][CH3:10]. (3) Given the reactants [CH2:1]([O:8][C:9]([NH:11][CH:12]([C:18]([O:20][CH2:21][CH3:22])=[O:19])[C:13]([O:15][CH2:16][CH3:17])=[O:14])=[O:10])[C:2]1[CH:7]=[CH:6][CH:5]=[CH:4][CH:3]=1.[H-].[Na+].Br[CH2:26][C:27]([O:29][CH2:30][CH3:31])=[O:28].Cl, predict the reaction product. The product is: [CH2:1]([O:8][C:9]([NH:11][C:12]([C:13]([O:15][CH2:16][CH3:17])=[O:14])([CH2:26][C:27]([O:29][CH2:30][CH3:31])=[O:28])[C:18]([O:20][CH2:21][CH3:22])=[O:19])=[O:10])[C:2]1[CH:3]=[CH:4][CH:5]=[CH:6][CH:7]=1. (4) Given the reactants I[CH:2]([CH3:4])[CH3:3].[Br:5][C:6]1[CH:7]=[C:8]([C:13]2[C:14]([C:18]3[CH:23]=[CH:22][CH:21]=[C:20]([CH3:24])[N:19]=3)=[N:15][NH:16][CH:17]=2)[CH:9]=[CH:10][C:11]=1[F:12], predict the reaction product. The product is: [Br:5][C:6]1[CH:7]=[C:8]([C:13]2[C:14]([C:18]3[CH:23]=[CH:22][CH:21]=[C:20]([CH3:24])[N:19]=3)=[N:15][N:16]([CH:2]([CH3:4])[CH3:3])[CH:17]=2)[CH:9]=[CH:10][C:11]=1[F:12]. (5) Given the reactants Br[CH2:2][C:3]1[CH:4]=[C:5]([C:9]2([C:12]#[N:13])[CH2:11][CH2:10]2)[CH:6]=[CH:7][CH:8]=1.[CH3:14][C:15]1[NH:16][C:17]2[C:22]([C:23]=1[CH3:24])=[CH:21][C:20]([C:25]([O:27][CH2:28][CH:29]=[CH2:30])=[O:26])=[CH:19][CH:18]=2, predict the reaction product. The product is: [C:12]([C:9]1([C:5]2[CH:4]=[C:3]([CH:8]=[CH:7][CH:6]=2)[CH2:2][N:16]2[C:17]3[C:22](=[CH:21][C:20]([C:25]([O:27][CH2:28][CH:29]=[CH2:30])=[O:26])=[CH:19][CH:18]=3)[C:23]([CH3:24])=[C:15]2[CH3:14])[CH2:11][CH2:10]1)#[N:13].